From a dataset of NCI-60 drug combinations with 297,098 pairs across 59 cell lines. Regression. Given two drug SMILES strings and cell line genomic features, predict the synergy score measuring deviation from expected non-interaction effect. (1) Drug 1: CC1CCC2CC(C(=CC=CC=CC(CC(C(=O)C(C(C(=CC(C(=O)CC(OC(=O)C3CCCCN3C(=O)C(=O)C1(O2)O)C(C)CC4CCC(C(C4)OC)O)C)C)O)OC)C)C)C)OC. Drug 2: C1=CC=C(C(=C1)C(C2=CC=C(C=C2)Cl)C(Cl)Cl)Cl. Cell line: MALME-3M. Synergy scores: CSS=1.27, Synergy_ZIP=-0.318, Synergy_Bliss=1.50, Synergy_Loewe=0.781, Synergy_HSA=1.60. (2) Drug 1: C1=NC2=C(N1)C(=S)N=C(N2)N. Drug 2: C1=NC2=C(N=C(N=C2N1C3C(C(C(O3)CO)O)F)Cl)N. Cell line: NCI-H322M. Synergy scores: CSS=29.6, Synergy_ZIP=-6.81, Synergy_Bliss=-1.00, Synergy_Loewe=-0.970, Synergy_HSA=-0.304. (3) Drug 1: C1=CC(=C(C=C1I)F)NC2=C(C=CC(=C2F)F)C(=O)NOCC(CO)O. Drug 2: CCC1=C2CN3C(=CC4=C(C3=O)COC(=O)C4(CC)O)C2=NC5=C1C=C(C=C5)O. Cell line: HT29. Synergy scores: CSS=58.8, Synergy_ZIP=-3.24, Synergy_Bliss=-4.75, Synergy_Loewe=-4.80, Synergy_HSA=-0.153. (4) Drug 1: CC1=C(C(CCC1)(C)C)C=CC(=CC=CC(=CC(=O)O)C)C. Drug 2: CC(C)CN1C=NC2=C1C3=CC=CC=C3N=C2N. Cell line: K-562. Synergy scores: CSS=6.96, Synergy_ZIP=0.270, Synergy_Bliss=-0.242, Synergy_Loewe=1.43, Synergy_HSA=1.63. (5) Drug 1: CC(C)NC(=O)C1=CC=C(C=C1)CNNC.Cl. Drug 2: C1C(C(OC1N2C=NC(=NC2=O)N)CO)O. Cell line: CAKI-1. Synergy scores: CSS=5.32, Synergy_ZIP=-3.85, Synergy_Bliss=0.873, Synergy_Loewe=-0.0493, Synergy_HSA=0.734. (6) Drug 1: CC1OCC2C(O1)C(C(C(O2)OC3C4COC(=O)C4C(C5=CC6=C(C=C35)OCO6)C7=CC(=C(C(=C7)OC)O)OC)O)O. Drug 2: CN(C(=O)NC(C=O)C(C(C(CO)O)O)O)N=O. Cell line: SR. Synergy scores: CSS=81.9, Synergy_ZIP=1.67, Synergy_Bliss=1.81, Synergy_Loewe=-1.32, Synergy_HSA=3.41. (7) Drug 1: COC1=CC(=CC(=C1O)OC)C2C3C(COC3=O)C(C4=CC5=C(C=C24)OCO5)OC6C(C(C7C(O6)COC(O7)C8=CC=CS8)O)O. Drug 2: C1CNP(=O)(OC1)N(CCCl)CCCl. Cell line: EKVX. Synergy scores: CSS=25.8, Synergy_ZIP=3.43, Synergy_Bliss=5.17, Synergy_Loewe=-28.9, Synergy_HSA=2.93. (8) Synergy scores: CSS=9.48, Synergy_ZIP=-8.47, Synergy_Bliss=-4.85, Synergy_Loewe=-12.7, Synergy_HSA=-6.36. Drug 1: C1CCC(CC1)NC(=O)N(CCCl)N=O. Drug 2: CNC(=O)C1=NC=CC(=C1)OC2=CC=C(C=C2)NC(=O)NC3=CC(=C(C=C3)Cl)C(F)(F)F. Cell line: OVCAR3. (9) Drug 1: CNC(=O)C1=CC=CC=C1SC2=CC3=C(C=C2)C(=NN3)C=CC4=CC=CC=N4. Drug 2: C1CCC(CC1)NC(=O)N(CCCl)N=O. Cell line: A549. Synergy scores: CSS=17.0, Synergy_ZIP=-6.95, Synergy_Bliss=2.16, Synergy_Loewe=-0.164, Synergy_HSA=2.07. (10) Drug 2: C1=C(C(=O)NC(=O)N1)N(CCCl)CCCl. Synergy scores: CSS=27.4, Synergy_ZIP=-9.15, Synergy_Bliss=-8.24, Synergy_Loewe=-11.3, Synergy_HSA=-6.75. Drug 1: COC1=C(C=C2C(=C1)N=CN=C2NC3=CC(=C(C=C3)F)Cl)OCCCN4CCOCC4. Cell line: RPMI-8226.